Task: Predict which catalyst facilitates the given reaction.. Dataset: Catalyst prediction with 721,799 reactions and 888 catalyst types from USPTO Reactant: [CH2:1]([C:3]1[N:13]([C:14]2[CH:19]=[CH:18][C:17]([CH2:20][CH2:21][NH:22][C:23]([NH:25][S:26]([C:29]3[CH:34]=[CH:33][C:32]([CH3:35])=[CH:31][CH:30]=3)(=[O:28])=[O:27])=[O:24])=[CH:16][CH:15]=2)[C:6]2=[N:7][C:8]([CH3:12])=[CH:9][C:10]([CH3:11])=[C:5]2[N:4]=1)[CH3:2].[CH3:36]N. Product: [CH2:1]([C:3]1[N:13]([C:14]2[CH:15]=[CH:16][C:17]([CH2:20][CH2:21][N:22]([CH3:36])[C:23]([NH:25][S:26]([C:29]3[CH:34]=[CH:33][C:32]([CH3:35])=[CH:31][CH:30]=3)(=[O:28])=[O:27])=[O:24])=[CH:18][CH:19]=2)[C:6]2=[N:7][C:8]([CH3:12])=[CH:9][C:10]([CH3:11])=[C:5]2[N:4]=1)[CH3:2]. The catalyst class is: 6.